From a dataset of Reaction yield outcomes from USPTO patents with 853,638 reactions. Predict the reaction yield, written as a fraction of the theoretical maximum amount of product (1.0 means a 100% yield; for example, 0.34 means a 34% yield). (1) The reactants are [NH2:1][C:2]1[C:3]([C:7]2[N:8]([CH2:37][CH3:38])[C:9]3[C:14]([O:15][CH2:16][C@H:17]4[O:22][CH2:21][CH2:20][N:19](C(OC(C)(C)C)=O)[CH2:18]4)=[CH:13][N:12]=[C:11]([C:30]#[C:31][C:32]([OH:35])([CH3:34])[CH3:33])[C:10]=3[N:36]=2)=[N:4][O:5][N:6]=1.FC(F)(F)C(O)=O.[OH-].[Na+]. The catalyst is C(Cl)Cl.O. The product is [NH2:1][C:2]1[C:3]([C:7]2[N:8]([CH2:37][CH3:38])[C:9]3[C:14]([O:15][CH2:16][C@H:17]4[O:22][CH2:21][CH2:20][NH:19][CH2:18]4)=[CH:13][N:12]=[C:11]([C:30]#[C:31][C:32]([CH3:33])([OH:35])[CH3:34])[C:10]=3[N:36]=2)=[N:4][O:5][N:6]=1. The yield is 0.640. (2) The reactants are Cl.[NH2:2][C@@H:3]1[CH2:8][CH2:7][CH2:6][N:5]([C:9]([C:11]2[S:12][C:13]([C:16]3[C:20]([CH3:21])=[C:19]([C:22]([F:25])([F:24])[F:23])[O:18][N:17]=3)=[CH:14][CH:15]=2)=[O:10])[CH2:4]1.C(N(CC)CC)C.[CH3:33][S:34](Cl)(=[O:36])=[O:35]. The catalyst is C1COCC1. The product is [CH3:21][C:20]1[C:16]([C:13]2[S:12][C:11]([C:9]([N:5]3[CH2:6][CH2:7][CH2:8][C@@H:3]([NH:2][S:34]([CH3:33])(=[O:36])=[O:35])[CH2:4]3)=[O:10])=[CH:15][CH:14]=2)=[N:17][O:18][C:19]=1[C:22]([F:25])([F:24])[F:23]. The yield is 0.700.